This data is from Peptide-MHC class II binding affinity with 134,281 pairs from IEDB. The task is: Regression. Given a peptide amino acid sequence and an MHC pseudo amino acid sequence, predict their binding affinity value. This is MHC class II binding data. (1) The peptide sequence is ELLEFHYYLSSKLNK. The MHC is H-2-IAb with pseudo-sequence H-2-IAb. The binding affinity (normalized) is 0.764. (2) The peptide sequence is ATAAAAAAVDRGDPP. The MHC is HLA-DPA10201-DPB10101 with pseudo-sequence HLA-DPA10201-DPB10101. The binding affinity (normalized) is 0.